From a dataset of Full USPTO retrosynthesis dataset with 1.9M reactions from patents (1976-2016). Predict the reactants needed to synthesize the given product. (1) Given the product [CH3:12][N:13]([CH3:19])[C@H:14]1[CH2:18][CH2:17][N:16]([C:8]([C:7]2[CH:6]=[C:5]([CH3:11])[NH:4][C:3]=2[CH:1]=[O:2])=[O:10])[CH2:15]1, predict the reactants needed to synthesize it. The reactants are: [CH:1]([C:3]1[NH:4][C:5]([CH3:11])=[CH:6][C:7]=1[C:8]([OH:10])=O)=[O:2].[CH3:12][N:13]([CH3:19])[C@H:14]1[CH2:18][CH2:17][NH:16][CH2:15]1. (2) Given the product [Cl:1][C:2]1[N:3]=[N:4][C:5]([Cl:9])=[CH:6][C:7]=1[N:10]1[CH2:15][CH2:14][NH:13][CH2:12][CH2:11]1, predict the reactants needed to synthesize it. The reactants are: [Cl:1][C:2]1[N:3]=[N:4][C:5]([Cl:9])=[CH:6][C:7]=1Cl.[NH:10]1[CH2:15][CH2:14][NH:13][CH2:12][CH2:11]1. (3) Given the product [Cl:1][C:2]1[CH:3]=[C:4]([C:10]2([C:27]([F:29])([F:28])[F:30])[CH2:14][CH2:13][N:12]([C:15]3[CH:20]=[CH:19][C:18]([CH2:21][NH:22][C:31](=[O:34])[CH2:32][CH3:33])=[C:17]([C:23]([F:24])([F:25])[F:26])[CH:16]=3)[CH2:11]2)[CH:5]=[C:6]([Cl:9])[C:7]=1[Cl:8], predict the reactants needed to synthesize it. The reactants are: [Cl:1][C:2]1[CH:3]=[C:4]([C:10]2([C:27]([F:30])([F:29])[F:28])[CH2:14][CH2:13][N:12]([C:15]3[CH:20]=[CH:19][C:18]([CH2:21][NH2:22])=[C:17]([C:23]([F:26])([F:25])[F:24])[CH:16]=3)[CH2:11]2)[CH:5]=[C:6]([Cl:9])[C:7]=1[Cl:8].[C:31](O[C:31](=[O:34])[CH2:32][CH3:33])(=[O:34])[CH2:32][CH3:33]. (4) Given the product [Cl:16][C:17]1[CH:22]=[C:21]([N:13]2[CH:14]=[C:10]([C:9]#[C:8][C:6]3[CH:5]=[CH:4][N:3]=[C:2]([Cl:1])[CH:7]=3)[N:11]=[C:12]2[CH3:15])[CH:20]=[CH:19][N:18]=1, predict the reactants needed to synthesize it. The reactants are: [Cl:1][C:2]1[CH:7]=[C:6]([C:8]#[C:9][C:10]2[N:11]=[C:12]([CH3:15])[NH:13][CH:14]=2)[CH:5]=[CH:4][N:3]=1.[Cl:16][C:17]1[CH:22]=[C:21](F)[CH:20]=[CH:19][N:18]=1. (5) Given the product [CH:15]1([NH:19][CH2:2]/[CH:3]=[CH:4]/[C:5]([O:7][CH3:8])=[O:6])[CH2:18][CH2:17][CH2:16]1, predict the reactants needed to synthesize it. The reactants are: Br[CH2:2]/[CH:3]=[CH:4]/[C:5]([O:7][CH3:8])=[O:6].C(=O)([O-])[O-].[K+].[K+].[CH:15]1([NH2:19])[CH2:18][CH2:17][CH2:16]1. (6) The reactants are: [NH2:1][C:2]1[N:7]=[C:6]([C:8]2[O:9][CH:10]=[CH:11][CH:12]=2)[C:5]([C:13]#[N:14])=[C:4]([NH:15][CH2:16][C:17]2[CH:22]=[CH:21][C:20]([CH:23]=[CH2:24])=[CH:19][CH:18]=2)[N:3]=1.[H][H]. Given the product [NH2:1][C:2]1[N:3]=[C:4]([NH:15][CH2:16][C:17]2[CH:18]=[CH:19][C:20]([CH2:23][CH3:24])=[CH:21][CH:22]=2)[C:5]([C:13]#[N:14])=[C:6]([C:8]2[O:9][CH:10]=[CH:11][CH:12]=2)[N:7]=1, predict the reactants needed to synthesize it. (7) Given the product [CH:1]([N:4]1[C:10](=[O:11])[CH2:9][C@@H:8]([C:13]2[CH:18]=[CH:17][CH:16]=[CH:15][CH:14]=2)[NH:7][C:5]1=[O:6])([CH3:3])[CH3:2], predict the reactants needed to synthesize it. The reactants are: [CH:1]([NH:4][C:5]([NH:7][C@H:8]([C:13]1[CH:18]=[CH:17][CH:16]=[CH:15][CH:14]=1)[CH2:9][C:10](O)=[O:11])=[O:6])([CH3:3])[CH3:2].S(Cl)(Cl)=O. (8) Given the product [NH2:1][C:4]1[C:13]([Cl:14])=[C:12]([NH:15][C:16]2[CH:21]=[CH:20][C:19]([Br:22])=[CH:18][C:17]=2[Cl:23])[C:7]([C:8]([O:10][CH3:11])=[O:9])=[CH:6][N:5]=1, predict the reactants needed to synthesize it. The reactants are: [N:1]([C:4]1[C:13]([Cl:14])=[C:12]([NH:15][C:16]2[CH:21]=[CH:20][C:19]([Br:22])=[CH:18][C:17]=2[Cl:23])[C:7]([C:8]([O:10][CH3:11])=[O:9])=[CH:6][N:5]=1)=[N+]=[N-].CCOC(C)=O. (9) Given the product [CH3:12][C:13]1([CH3:44])[CH2:21][C:20]2[NH:19][N:18]=[C:17]([C:22]([NH:24][C:25]3[CH:26]=[N:27][N:28]([CH:30]([C:31]4[CH:36]=[CH:35][CH:34]=[CH:33][CH:32]=4)[CH:37]4[CH2:42][CH2:41][N+:40]([O-:9])([CH3:43])[CH2:39][CH2:38]4)[CH:29]=3)=[O:23])[C:16]=2[CH2:15][CH2:14]1, predict the reactants needed to synthesize it. The reactants are: C1C=C(Cl)C=C(C(OO)=[O:9])C=1.[CH3:12][C:13]1([CH3:44])[CH2:21][C:20]2[NH:19][N:18]=[C:17]([C:22]([NH:24][C:25]3[CH:26]=[N:27][N:28]([CH:30]([CH:37]4[CH2:42][CH2:41][N:40]([CH3:43])[CH2:39][CH2:38]4)[C:31]4[CH:36]=[CH:35][CH:34]=[CH:33][CH:32]=4)[CH:29]=3)=[O:23])[C:16]=2[CH2:15][CH2:14]1.CO.